This data is from Forward reaction prediction with 1.9M reactions from USPTO patents (1976-2016). The task is: Predict the product of the given reaction. (1) Given the reactants I[C:2]1[CH:3]=[CH:4][C:5]([CH3:10])=[C:6]([CH:9]=1)[CH:7]=[O:8].[NH:11]1[CH:15]=[CH:14][N:13]=[N:12]1, predict the reaction product. The product is: [CH3:10][C:5]1[CH:4]=[CH:3][C:2]([N:12]2[N:13]=[CH:14][CH:15]=[N:11]2)=[CH:9][C:6]=1[CH:7]=[O:8]. (2) Given the reactants [Cl:1][C:2]1[CH:17]=[CH:16][C:5]2S[C:7]3[CH:15]=[CH:14][CH:13]=[CH:12][C:8]=3[C:9](=O)[NH:10][C:4]=2[CH:3]=1.P(Cl)(Cl)(Cl)=[O:19].CN(C)C1C=CC=CC=1.[CH2:32]([N:34]1[CH2:39][CH2:38][NH:37][CH2:36][CH2:35]1)[CH3:33], predict the reaction product. The product is: [Cl:1][C:2]1[CH:17]=[CH:16][C:5]2[O:19][C:7]3[CH:15]=[CH:14][CH:13]=[CH:12][C:8]=3[C:9]([N:37]3[CH2:38][CH2:39][N:34]([CH2:32][CH3:33])[CH2:35][CH2:36]3)=[N:10][C:4]=2[CH:3]=1.